From a dataset of Catalyst prediction with 721,799 reactions and 888 catalyst types from USPTO. Predict which catalyst facilitates the given reaction. (1) Reactant: [CH3:1][NH2:2].[CH3:3][O:4][C:5]1[CH:10]=[CH:9][C:8]([S:11](Cl)(=[O:13])=[O:12])=[CH:7][CH:6]=1. Product: [CH3:1][NH:2][S:11]([C:8]1[CH:9]=[CH:10][C:5]([O:4][CH3:3])=[CH:6][CH:7]=1)(=[O:13])=[O:12]. The catalyst class is: 7. (2) Reactant: Cl[C:2]1S[N:5]=[C:4]([CH3:7])[N:3]=1.[O:8]1[C:12]2[CH:13]=[CH:14][CH:15]=[CH:16][C:11]=2[N:10]=[C:9]1N.[CH3:18][C:19]1(C)C2C(=C(P(C3C=CC=CC=3)C3C=CC=CC=3)C=CC=2)OC2C(P(C3C=CC=CC=3)C3C=CC=CC=3)=CC=CC1=2.C([O-])([O-])=O.[Cs+].[Cs+]. Product: [N:3]1[CH:2]=[CH:19][CH:18]=[CH:7][C:4]=1[NH:5][C:9]1[O:8][C:12]2[CH:13]=[CH:14][CH:15]=[CH:16][C:11]=2[N:10]=1. The catalyst class is: 488.